From a dataset of Forward reaction prediction with 1.9M reactions from USPTO patents (1976-2016). Predict the product of the given reaction. (1) The product is: [CH2:9]([O:11][C:12]([C:14]1[N:15]([CH3:31])[C:16]([CH2:29][CH3:30])=[C:17]([C:27]#[N:28])[C:18]=1[C:19]1[CH:24]=[CH:23][C:22]([CH:25]([OH:26])[C:1]2[CH:6]=[CH:5][CH:4]=[CH:3][CH:2]=2)=[CH:21][CH:20]=1)=[O:13])[CH3:10]. Given the reactants [C:1]1([Mg]Br)[CH:6]=[CH:5][CH:4]=[CH:3][CH:2]=1.[CH2:9]([O:11][C:12]([C:14]1[N:15]([CH3:31])[C:16]([CH2:29][CH3:30])=[C:17]([C:27]#[N:28])[C:18]=1[C:19]1[CH:24]=[CH:23][C:22]([CH:25]=[O:26])=[CH:21][CH:20]=1)=[O:13])[CH3:10].O, predict the reaction product. (2) Given the reactants [Br:1][C:2]1[CH:3]=[C:4]([C:8]2[CH:28]=[C:11]3[N:12]=[C:13]([CH3:27])[C:14]([C@H:17]([O:22][C:23]([CH3:26])([CH3:25])[CH3:24])[C:18]([O:20][CH3:21])=[O:19])=[C:15](I)[N:10]3[N:9]=2)[CH:5]=[CH:6][CH:7]=1.[CH2:29]([N:32]1[CH2:37][CH2:36][O:35][C:34]2[CH:38]=[C:39]([F:51])[C:40](B3OC(C)(C)C(C)(C)O3)=[CH:41][C:33]1=2)[CH:30]=[CH2:31].C([O-])([O-])=O.[Na+].[Na+].N#N, predict the reaction product. The product is: [CH2:29]([N:32]1[CH2:37][CH2:36][O:35][C:34]2[CH:38]=[C:39]([F:51])[C:40]([C:15]3[N:10]4[N:9]=[C:8]([C:4]5[CH:5]=[CH:6][CH:7]=[C:2]([Br:1])[CH:3]=5)[CH:28]=[C:11]4[N:12]=[C:13]([CH3:27])[C:14]=3[C@H:17]([O:22][C:23]([CH3:26])([CH3:25])[CH3:24])[C:18]([O:20][CH3:21])=[O:19])=[CH:41][C:33]1=2)[CH:30]=[CH2:31]. (3) Given the reactants [NH2:1][C:2]1[CH:6]=[C:5]([Br:7])[S:4][C:3]=1[C:8]([OH:10])=O.[Cl-].[NH4+].C([N:15](CC)CC)C.ON1C2C=CC=CC=2N=N1.Cl.C(N=C=NCCCN(C)C)C.C(=O)([O-])O.[Na+], predict the reaction product. The product is: [NH2:1][C:2]1[CH:6]=[C:5]([Br:7])[S:4][C:3]=1[C:8]([NH2:15])=[O:10]. (4) The product is: [F:34][C:31]1[CH:30]=[CH:29][C:28]([C:18]2[N:19]=[C:20]([C:21]3[CH:22]=[CH:23][C:24]([F:27])=[CH:25][CH:26]=3)[N:16]([CH2:15][C:14]([N:11]3[CH2:10][CH2:9][NH:8][CH2:13][CH2:12]3)=[O:35])[N:17]=2)=[CH:33][CH:32]=1. Given the reactants C(OC([N:8]1[CH2:13][CH2:12][N:11]([C:14](=[O:35])[CH2:15][N:16]2[C:20]([C:21]3[CH:26]=[CH:25][C:24]([F:27])=[CH:23][CH:22]=3)=[N:19][C:18]([C:28]3[CH:33]=[CH:32][C:31]([F:34])=[CH:30][CH:29]=3)=[N:17]2)[CH2:10][CH2:9]1)=O)(C)(C)C.C(O)(=O)C, predict the reaction product. (5) Given the reactants C([O:5][C:6](=[O:28])[CH2:7][N:8]1[C:16]2[C:11](=[C:12]([N+:17]([O-])=O)[CH:13]=[CH:14][CH:15]=2)[CH:10]([CH2:20][CH2:21][CH2:22][C:23](OCC)=[O:24])[CH2:9]1)(C)(C)C.[CH3:29]CO, predict the reaction product. The product is: [CH3:29][N:17]1[C:12]2[C:11]3[CH:10]([CH2:9][N:8]([CH2:7][C:6]([OH:5])=[O:28])[C:16]=3[CH:15]=[CH:14][CH:13]=2)[CH2:20][CH2:21][CH2:22][C:23]1=[O:24]. (6) Given the reactants Br[C:2]1[CH:3]=[C:4]2[C:8](=[N:9][CH:10]=1)[NH:7][C:6](=[O:11])[CH2:5]2.[CH3:12][CH2:13][O:14][C:15]([CH3:17])=O, predict the reaction product. The product is: [O:14]1[CH:15]=[CH:17][CH:12]=[C:13]1[C:2]1[CH:3]=[C:4]2[C:8](=[N:9][CH:10]=1)[NH:7][C:6](=[O:11])[CH2:5]2. (7) Given the reactants Br[C:2]1[CH:3]=[N:4][CH:5]=[C:6]([CH2:8][N:9]2[CH:13]=[CH:12][N:11]=[C:10]2[CH3:14])[CH:7]=1.[Cl:15][C:16]1[CH:21]=[CH:20][C:19](B2OC(C)(C)C(C)(C)O2)=[CH:18][C:17]=1[C:31]([F:34])([F:33])[F:32], predict the reaction product. The product is: [ClH:15].[Cl:15][C:16]1[CH:21]=[CH:20][C:19]([C:2]2[CH:3]=[N:4][CH:5]=[C:6]([CH2:8][N:9]3[CH:13]=[CH:12][N:11]=[C:10]3[CH3:14])[CH:7]=2)=[CH:18][C:17]=1[C:31]([F:32])([F:33])[F:34]. (8) Given the reactants [I:1]I.[CH3:3][O:4][C:5]1[CH:10]=[CH:9][C:8]([C:11]2[C:15]([CH3:16])=[C:14]([C:17]([O:19][CH3:20])=[O:18])[N:13]([CH3:21])[N:12]=2)=[CH:7][CH:6]=1, predict the reaction product. The product is: [I:1][C:10]1[CH:9]=[C:8]([C:11]2[C:15]([CH3:16])=[C:14]([C:17]([O:19][CH3:20])=[O:18])[N:13]([CH3:21])[N:12]=2)[CH:7]=[CH:6][C:5]=1[O:4][CH3:3]. (9) Given the reactants [C:1]([NH:9][NH:10][C:11](=[O:21])[C:12]1[CH:17]=[CH:16][CH:15]=[CH:14][C:13]=1[N+:18]([O-:20])=[O:19])(=[O:8])[C:2]1C=CC=[CH:4][CH:3]=1.C(Cl)(=O)C1C=CC=CC=1, predict the reaction product. The product is: [C:1]([NH:9][NH:10][C:11](=[O:21])[C:12]1[CH:17]=[CH:16][CH:15]=[CH:14][C:13]=1[N+:18]([O-:20])=[O:19])(=[O:8])[CH2:2][CH2:3][CH3:4].